This data is from Full USPTO retrosynthesis dataset with 1.9M reactions from patents (1976-2016). The task is: Predict the reactants needed to synthesize the given product. (1) Given the product [CH3:21][C:2]([CH3:20])([CH3:1])[C:3]([C:5]1[N:9]([CH2:10][C:11]([N:24]([CH2:22][CH3:23])[C:25]2[S:26][CH:27]=[CH:28][N:29]=2)=[O:12])[C:8]2[CH:14]=[CH:15][C:16]([O:18][CH3:19])=[CH:17][C:7]=2[N:6]=1)=[O:4], predict the reactants needed to synthesize it. The reactants are: [CH3:1][C:2]([CH3:21])([CH3:20])[C:3]([C:5]1[N:9]([CH2:10][C:11](O)=[O:12])[C:8]2[CH:14]=[CH:15][C:16]([O:18][CH3:19])=[CH:17][C:7]=2[N:6]=1)=[O:4].[CH2:22]([NH:24][C:25]1[S:26][CH:27]=[CH:28][N:29]=1)[CH3:23].C1C=CC2N(O)N=NC=2C=1.CCN(C(C)C)C(C)C. (2) Given the product [CH3:12][C:2]([CH:10]=[O:11])([CH3:1])[CH:3]=[CH:4][C:5]([O:7][CH2:8][CH3:9])=[O:6], predict the reactants needed to synthesize it. The reactants are: [CH3:1][C:2]([CH3:12])([CH2:10][OH:11])/[CH:3]=[CH:4]/[C:5]([O:7][CH2:8][CH3:9])=[O:6]. (3) Given the product [CH2:9]([O:11][C:12]([C:13]1[CH:17]=[C:18]([C:19]2[CH:20]=[CH:21][CH:22]=[CH:23][CH:24]=2)[N:5]([C:4]2[CH:6]=[CH:7][CH:8]=[C:2]([I:1])[CH:3]=2)[C:14]=1[CH3:15])=[O:26])[CH3:10], predict the reactants needed to synthesize it. The reactants are: [I:1][C:2]1[CH:3]=[C:4]([CH:6]=[CH:7][CH:8]=1)[NH2:5].[CH2:9]([O:11][C:12](=[O:26])[CH:13]([CH2:17][C:18](=O)[C:19]1[CH:24]=[CH:23][CH:22]=[CH:21][CH:20]=1)[C:14](=O)[CH3:15])[CH3:10].CC1C=CC(S(O)(=O)=O)=CC=1. (4) Given the product [Cl:1][C:2]1[CH:26]=[CH:25][CH:24]=[CH:23][C:3]=1[O:4][C:5]1[CH:6]=[N:7][N:8]([CH:12]([CH2:16][CH:17]2[CH2:18][CH2:19][O:20][CH2:21][CH2:22]2)[C:13]([NH:27][C:28]2[CH:32]=[CH:31][N:30]([CH2:33][C:34]([OH:36])([CH3:35])[CH3:37])[N:29]=2)=[O:15])[C:9](=[O:11])[CH:10]=1, predict the reactants needed to synthesize it. The reactants are: [Cl:1][C:2]1[CH:26]=[CH:25][CH:24]=[CH:23][C:3]=1[O:4][C:5]1[CH:6]=[N:7][N:8]([CH:12]([CH2:16][CH:17]2[CH2:22][CH2:21][O:20][CH2:19][CH2:18]2)[C:13]([OH:15])=O)[C:9](=[O:11])[CH:10]=1.[NH2:27][C:28]1[CH:32]=[CH:31][N:30]([CH2:33][C:34]([CH3:37])([OH:36])[CH3:35])[N:29]=1. (5) Given the product [F:25][C:21]1[CH:22]=[CH:23][CH:24]=[C:19]([C:4]2[CH:5]=[CH:6][C:7]([CH2:8][NH:9][C:10]3[CH:11]=[C:12]([C:13]([NH:30][CH2:31][CH2:32][N:33]4[CH2:38][CH2:37][CH2:36][CH2:35][CH2:34]4)=[O:14])[CH:16]=[CH:17][N:18]=3)=[C:2]([F:1])[CH:3]=2)[C:20]=1[C:26]([O:28][CH3:29])=[O:27], predict the reactants needed to synthesize it. The reactants are: [F:1][C:2]1[CH:3]=[C:4]([C:19]2[CH:24]=[CH:23][CH:22]=[C:21]([F:25])[C:20]=2[C:26]([O:28][CH3:29])=[O:27])[CH:5]=[CH:6][C:7]=1[CH2:8][NH:9][C:10]1[CH:11]=[C:12]([CH:16]=[CH:17][N:18]=1)[C:13](O)=[O:14].[NH2:30][CH2:31][CH2:32][N:33]1[CH2:38][CH2:37][CH2:36][CH2:35][CH2:34]1.ON1C2C=CC=CC=2N=N1.Cl.CN(C)CCCN=C=NCC.